From a dataset of Forward reaction prediction with 1.9M reactions from USPTO patents (1976-2016). Predict the product of the given reaction. (1) Given the reactants [N:1]1[C:9]2[C:8]([NH:10][CH2:11][CH2:12][C:13]3[CH:18]=[CH:17][C:16]([OH:19])=[CH:15][CH:14]=3)=[N:7][CH:6]=[N:5][C:4]=2[S:3][CH:2]=1.[H-].[Na+].Cl[C:23]1[CH:28]=[C:27]([C:29]([F:32])([F:31])[F:30])[CH:26]=[C:25]([CH3:33])[N:24]=1, predict the reaction product. The product is: [CH3:33][C:25]1[N:24]=[C:23]([O:19][C:16]2[CH:17]=[CH:18][C:13]([CH2:12][CH2:11][NH:10][C:8]3[C:9]4[N:1]=[CH:2][S:3][C:4]=4[N:5]=[CH:6][N:7]=3)=[CH:14][CH:15]=2)[CH:28]=[C:27]([C:29]([F:32])([F:30])[F:31])[CH:26]=1. (2) Given the reactants Br[C:2]1[CH:7]=[CH:6][C:5]([Br:8])=[CH:4][CH:3]=1.[Li]CCCC.[O:14]1[CH2:17][C:16](=[O:18])[CH2:15]1.[NH4+].[Cl-], predict the reaction product. The product is: [Br:8][C:5]1[CH:6]=[CH:7][C:2]([C:16]2([OH:18])[CH2:17][O:14][CH2:15]2)=[CH:3][CH:4]=1. (3) Given the reactants Br[C:2]1[CH:7]=[CH:6][C:5]([C@@H:8]([NH:10][C:11](=[O:17])[O:12][C:13]([CH3:16])([CH3:15])[CH3:14])[CH3:9])=[CH:4][CH:3]=1.[CH3:18][C:19]1[N:20]=[CH:21][S:22][CH:23]=1.C([O-])(=O)C.[K+].O, predict the reaction product. The product is: [CH3:18][C:19]1[N:20]=[CH:21][S:22][C:23]=1[C:2]1[CH:7]=[CH:6][C:5]([C@@H:8]([NH:10][C:11](=[O:17])[O:12][C:13]([CH3:16])([CH3:15])[CH3:14])[CH3:9])=[CH:4][CH:3]=1. (4) Given the reactants C[C:2]1[N:7]=[C:6]([CH2:8][NH:9][CH2:10][CH2:11][OH:12])[CH:5]=[CH:4][CH:3]=1.N1C=CC=CC=1C=O, predict the reaction product. The product is: [N:7]1[CH:2]=[CH:3][CH:4]=[CH:5][C:6]=1[CH2:8][NH:9][CH2:10][CH2:11][OH:12]. (5) Given the reactants [CH2:1]([N:8]1[C:16]2[C:11](=[CH:12][C:13]([C:17]3[CH:22]=[CH:21][C:20]([C:23]([CH3:26])([CH3:25])[CH3:24])=[CH:19][CH:18]=3)=[CH:14][CH:15]=2)[CH:10]=[CH:9]1)[C:2]1[CH:7]=[CH:6][CH:5]=[CH:4][CH:3]=1.[C:27](Cl)(=[O:31])[C:28](Cl)=[O:29].[CH2:33]([OH:35])[CH3:34], predict the reaction product. The product is: [CH2:1]([N:8]1[C:16]2[C:11](=[CH:12][C:13]([C:17]3[CH:18]=[CH:19][C:20]([C:23]([CH3:26])([CH3:25])[CH3:24])=[CH:21][CH:22]=3)=[CH:14][CH:15]=2)[C:10]([C:27](=[O:31])[C:28]([O:35][CH2:33][CH3:34])=[O:29])=[CH:9]1)[C:2]1[CH:3]=[CH:4][CH:5]=[CH:6][CH:7]=1. (6) Given the reactants [Br:1][C:2]1[CH:3]=[CH:4][C:5]([OH:10])=[C:6]([CH:9]=1)[C:7]#[N:8].[F:11][C:12]1[CH:19]=[CH:18][CH:17]=[CH:16][C:13]=1[CH2:14]Br.C(=O)([O-])[O-].[K+].[K+], predict the reaction product. The product is: [Br:1][C:2]1[CH:3]=[CH:4][C:5]([O:10][CH2:14][C:13]2[CH:16]=[CH:17][CH:18]=[CH:19][C:12]=2[F:11])=[C:6]([CH:9]=1)[C:7]#[N:8]. (7) Given the reactants [C:1](O)(=[O:9])[C:2]1[C:3](=[CH:5][CH:6]=[CH:7][CH:8]=1)[SH:4].[C:11]1([CH:18]=[CH:17][C:15]([OH:16])=[CH:14][CH:13]=1)[OH:12].C(=O)(O)[O-].[Na+].Cl, predict the reaction product. The product is: [OH:12][C:11]1[C:18]2[C:1](=[O:9])[C:2]3[C:3](=[CH:5][CH:6]=[CH:7][CH:8]=3)[S:4][C:17]=2[C:15]([OH:16])=[CH:14][CH:13]=1. (8) Given the reactants [NH2:1][CH2:2][CH2:3][CH2:4][N:5]1[C:13]([S:14][C:15]2[C:23]([N:24]([CH3:26])[CH3:25])=[CH:22][C:18]3[O:19][CH2:20][O:21][C:17]=3[CH:16]=2)=[N:12][C:11]2[C:6]1=[N:7][CH:8]=[N:9][C:10]=2[NH2:27].C(N(CC)CC)C.[CH:35]1([C:38](Cl)=[O:39])[CH2:37][CH2:36]1, predict the reaction product. The product is: [NH2:27][C:10]1[N:9]=[CH:8][N:7]=[C:6]2[C:11]=1[N:12]=[C:13]([S:14][C:15]1[C:23]([N:24]([CH3:26])[CH3:25])=[CH:22][C:18]3[O:19][CH2:20][O:21][C:17]=3[CH:16]=1)[N:5]2[CH2:4][CH2:3][CH2:2][NH:1][C:38]([CH:35]1[CH2:37][CH2:36]1)=[O:39]. (9) Given the reactants [CH3:1][O:2][C:3]1[C:12]2[NH:11][C:10](=[O:13])[CH2:9][CH2:8][C:7]=2[C:6]([CH:14]=[O:15])=[CH:5][CH:4]=1.[CH2:16](O)[CH2:17][OH:18].C(=O)(O)[O-].[Na+], predict the reaction product. The product is: [O:15]1[CH2:16][CH2:17][O:18][CH:14]1[C:6]1[CH:5]=[CH:4][C:3]([O:2][CH3:1])=[C:12]2[C:7]=1[CH2:8][CH2:9][C:10](=[O:13])[NH:11]2.